From a dataset of Choline transporter screen with 302,306 compounds. Binary Classification. Given a drug SMILES string, predict its activity (active/inactive) in a high-throughput screening assay against a specified biological target. (1) The drug is O1CCN(CCCn2c3nc4n(c(=O)c3cc(c2=O)C#N)cccc4)CC1. The result is 0 (inactive). (2) The drug is O=C(N1CCN(CC1)C=O)Cc1ccc([N+]([O-])=O)cc1. The result is 0 (inactive). (3) The compound is O=C(Nc1n(ncc1)C1CCN(CC1)C(=O)C(OC)c1ccccc1)C1CC1. The result is 0 (inactive). (4) The molecule is S(CC(=O)N1c2c(CCc3c1cccc3)cccc2)CC(=O)Nc1c(OC)cccc1. The result is 0 (inactive). (5) The drug is OC(=O)C1(C(C(CC1)C(=O)c1ccc(OC)cc1)(C)C)C. The result is 0 (inactive). (6) The molecule is Clc1ccc(Oc2c(N3CCOCC3)cc(c(c2)C#N)C#N)cc1. The result is 0 (inactive). (7) The molecule is S(=O)(=O)(N1CCOCC1)c1cc(C(=O)N(CCCC)c2c(n(CCC)c(=O)[nH]c2=O)N)ccc1. The result is 0 (inactive). (8) The molecule is N(C(CC)C)c1n2ncnc2nc(c1)C. The result is 0 (inactive).